This data is from Catalyst prediction with 721,799 reactions and 888 catalyst types from USPTO. The task is: Predict which catalyst facilitates the given reaction. (1) The catalyst class is: 316. Reactant: [F:1][C:2]1[CH:10]=[CH:9][C:5]([C:6](Cl)=[O:7])=[CH:4][CH:3]=1.[NH2:11][C:12]1([C:18]([OH:20])=[O:19])[CH2:17][CH2:16][CH2:15][CH2:14][CH2:13]1.C(=O)([O-])[O-].[Na+].[Na+]. Product: [F:1][C:2]1[CH:10]=[CH:9][C:5]([C:6]([NH:11][C:12]2([C:18]([OH:20])=[O:19])[CH2:17][CH2:16][CH2:15][CH2:14][CH2:13]2)=[O:7])=[CH:4][CH:3]=1. (2) Reactant: C[N:2]1[CH2:7][CH2:6][N:5]([C:8]2[CH:9]=[CH:10][CH:11]=[C:12]3[C:17]=2[N:16]=[CH:15][C:14]([S:18]([C:21]2[CH:26]=[CH:25][CH:24]=[CH:23][CH:22]=2)(=[O:20])=[O:19])=[CH:13]3)[CH2:4][CH2:3]1.[Cl:27]C(OC(Cl)C)=O.C(N(CC)C(C)C)(C)C. Product: [ClH:27].[C:21]1([S:18]([C:14]2[CH:15]=[N:16][C:17]3[C:12]([CH:13]=2)=[CH:11][CH:10]=[CH:9][C:8]=3[N:5]2[CH2:6][CH2:7][NH:2][CH2:3][CH2:4]2)(=[O:20])=[O:19])[CH:22]=[CH:23][CH:24]=[CH:25][CH:26]=1. The catalyst class is: 26. (3) Reactant: [F:1][C:2]([C:5]1[S:9][N:8]=[C:7]([C:10]2[CH:15]=[CH:14][C:13]([CH2:16][CH3:17])=[CH:12][CH:11]=2)[C:6]=1[CH2:18][OH:19])([F:4])[CH3:3].[CH3:20][S:21](Cl)(=[O:23])=[O:22].C(N(CC)CC)C. Product: [CH3:20][S:21]([O:19][CH2:18][C:6]1[C:7]([C:10]2[CH:15]=[CH:14][C:13]([CH2:16][CH3:17])=[CH:12][CH:11]=2)=[N:8][S:9][C:5]=1[C:2]([F:4])([F:1])[CH3:3])(=[O:23])=[O:22]. The catalyst class is: 4. (4) Reactant: [Br:1][C:2]1[CH:3]=[C:4]2[C:9](=[CH:10][CH:11]=1)[N:8]=[CH:7][C:6]([N+:12]([O-:14])=[O:13])=[C:5]2Cl.[CH3:16][O:17][C:18]1[N:23]=[CH:22][C:21]([NH2:24])=[CH:20][CH:19]=1.O. Product: [Br:1][C:2]1[CH:3]=[C:4]2[C:9](=[CH:10][CH:11]=1)[N:8]=[CH:7][C:6]([N+:12]([O-:14])=[O:13])=[C:5]2[NH:24][C:21]1[CH:22]=[N:23][C:18]([O:17][CH3:16])=[CH:19][CH:20]=1. The catalyst class is: 15.